Dataset: Forward reaction prediction with 1.9M reactions from USPTO patents (1976-2016). Task: Predict the product of the given reaction. (1) Given the reactants [O:1]=[CH:2][C:3]1[CH:11]=[CH:10][C:8]([OH:9])=[C:5]([O:6]C)[CH:4]=1.B(Br)(Br)Br, predict the reaction product. The product is: [OH:6][C:5]1[CH:4]=[C:3]([CH:11]=[CH:10][C:8]=1[OH:9])[CH:2]=[O:1]. (2) The product is: [N:12]([CH2:11][CH:5]1[CH2:10][CH2:9][CH2:8][CH2:7][CH2:6]1)=[C:1]=[S:2]. Given the reactants [C:1](Cl)(Cl)=[S:2].[CH:5]1([CH2:11][NH2:12])[CH2:10][CH2:9][CH2:8][CH2:7][CH2:6]1.[OH-].[Na+], predict the reaction product.